Dataset: Reaction yield outcomes from USPTO patents with 853,638 reactions. Task: Predict the reaction yield, written as a fraction of the theoretical maximum amount of product (1.0 means a 100% yield; for example, 0.34 means a 34% yield). (1) The product is [NH2:25][C:24](=[S:7])[C:21]([CH3:23])([CH3:22])[C:20]([O:19][CH2:17][CH3:18])=[O:26]. The catalyst is C(O)(C)C. The yield is 0.222. The reactants are C1([S:7]P(C2C=CC=CC=2)(=S)O)C=CC=CC=1.[CH2:17]([O:19][C:20](=[O:26])[C:21]([C:24]#[N:25])([CH3:23])[CH3:22])[CH3:18]. (2) The reactants are BrC1C=CC(O)=C(C2C=[CH:16][C:15]3[C:10](=[CH:11][CH:12]=[C:13]([C:18]4[N:22]([CH:23]5[CH2:28][CH2:27][CH2:26][CH2:25][CH2:24]5)[C:21]5[CH:29]=[CH:30][C:31]([C:33]([OH:35])=[O:34])=[CH:32][C:20]=5[N:19]=4)[CH:14]=3)[N:9]=2)C=1.[Br:37][C:38]1[C:46]2[O:45][C:44]([C:47](=O)[CH3:48])=[CH:43][C:42]=2[CH:41]=[C:40]([O:50][CH3:51])[CH:39]=1.[OH-].[K+]. The catalyst is C(O)C. The product is [Br:37][C:38]1[C:46]2[O:45][C:44]([C:47]3[CH:48]=[CH:16][C:15]4[C:10](=[CH:11][CH:12]=[C:13]([C:18]5[N:22]([CH:23]6[CH2:24][CH2:25][CH2:26][CH2:27][CH2:28]6)[C:21]6[CH:29]=[CH:30][C:31]([C:33]([OH:35])=[O:34])=[CH:32][C:20]=6[N:19]=5)[CH:14]=4)[N:9]=3)=[CH:43][C:42]=2[CH:41]=[C:40]([O:50][CH3:51])[CH:39]=1. The yield is 0.170. (3) The reactants are BrCCBr.C[Si](Cl)(C)C.[CH3:10][O:11][C:12](=[O:22])/[C:13](/I)=[CH:14]\[CH:15]1[CH2:20][CH2:19][CH2:18][CH2:17][CH2:16]1.C1(P(C2C=CC=CC=2)C2C=CC=CC=2)C=CC=CC=1.[Cl:42][C:43]1[CH:48]=[C:47](I)[CH:46]=[CH:45][C:44]=1[N:50]1[C:54]([CH3:55])=[N:53][N:52]=[N:51]1.[Cl-].[NH4+]. The catalyst is O1CCCC1.[Zn].C1C=CC(/C=C/C(/C=C/C2C=CC=CC=2)=O)=CC=1.C1C=CC(/C=C/C(/C=C/C2C=CC=CC=2)=O)=CC=1.[Pd]. The product is [CH3:10][O:11][C:12](=[O:22])/[C:13](/[C:47]1[CH:46]=[CH:45][C:44]([N:50]2[C:54]([CH3:55])=[N:53][N:52]=[N:51]2)=[C:43]([Cl:42])[CH:48]=1)=[CH:14]/[CH:15]1[CH2:20][CH2:19][CH2:18][CH2:17][CH2:16]1. The yield is 0.640. (4) The reactants are [Br:1][C:2]1[CH:3]=[C:4]2[C:10]([C:11]3[CH:16]=[CH:15][CH:14]=[CH:13][C:12]=3[O:17][CH3:18])=[N:9][NH:8][C:5]2=[N:6][CH:7]=1.[H-].[Na+].Cl[CH2:22][O:23][C:24](=[O:29])[C:25]([CH3:28])([CH3:27])[CH3:26]. The catalyst is CN(C=O)C. The product is [Br:1][C:2]1[CH:3]=[C:4]2[C:10]([C:11]3[CH:16]=[CH:15][CH:14]=[CH:13][C:12]=3[O:17][CH3:18])=[N:9][N:8]([CH2:22][O:23][C:24](=[O:29])[C:25]([CH3:28])([CH3:27])[CH3:26])[C:5]2=[N:6][CH:7]=1. The yield is 0.620. (5) The reactants are [CH3:1][O:2][C:3]1[CH:4]=[C:5]([CH2:11][CH2:12][CH2:13][CH2:14][N:15]=[N+]=[N-])[CH:6]=[CH:7][C:8]=1[O:9][CH3:10].[H-].[H-].[H-].[H-].[Li+].[Al+3]. No catalyst specified. The product is [CH3:1][O:2][C:3]1[CH:4]=[C:5]([CH2:11][CH2:12][CH2:13][CH2:14][NH2:15])[CH:6]=[CH:7][C:8]=1[O:9][CH3:10]. The yield is 0.420. (6) The reactants are Br[C:2]1[CH:3]=[C:4]([CH:16]=[CH:17][CH:18]=1)[C:5]([NH:7][CH2:8][CH2:9][CH2:10][N:11]([CH2:14][CH3:15])[CH2:12][CH3:13])=[O:6].[N+:19]([C:22]1([CH:28]=[CH:27][CH:26]=[C:25](/[CH:29]=[CH:30]/[C:31]2[CH:36]=[CH:35][C:34]([O:37][CH3:38])=[CH:33][CH:32]=2)[CH2:24]1)N)([O-])=O.CC(C1C=C(C(C)C)C(C2C=CC=CC=2P(C2CCCCC2)C2CCCCC2)=C(C(C)C)C=1)C.C([O-])([O-])=O.[K+].[K+]. The catalyst is CC(O)(C)C.C1C=CC(/C=C/C(/C=C/C2C=CC=CC=2)=O)=CC=1.C1C=CC(/C=C/C(/C=C/C2C=CC=CC=2)=O)=CC=1.C1C=CC(/C=C/C(/C=C/C2C=CC=CC=2)=O)=CC=1.[Pd].[Pd]. The product is [CH2:12]([N:11]([CH2:14][CH3:15])[CH2:10][CH2:9][CH2:8][NH:7][C:5](=[O:6])[C:4]1[CH:16]=[CH:17][CH:18]=[C:2]([NH:19][C:22]2[CH:28]=[CH:27][CH:26]=[C:25](/[CH:29]=[CH:30]/[C:31]3[CH:36]=[CH:35][C:34]([O:37][CH3:38])=[CH:33][CH:32]=3)[CH:24]=2)[CH:3]=1)[CH3:13]. The yield is 0.550. (7) The reactants are [CH3:1][O:2][C:3]1[CH:12]=[CH:11][C:10]2[C:5](=[CH:6][N+:7]3[CH2:20][CH2:19][C:18]4[C:13](=[CH:14][C:15]5[O:23][CH2:22][O:21][C:16]=5[CH:17]=4)[C:8]=3[CH:9]=2)[C:4]=1[O:24][CH3:25].[Cl-].[C:27]1([Mg]Cl)[CH:32]=[CH:31][CH:30]=[CH:29][CH:28]=1. The catalyst is C(OCC)C. The product is [CH3:25][O:24][C:4]1[C:5]2[CH:6]([C:27]3[CH:32]=[CH:31][CH:30]=[CH:29][CH:28]=3)[N:7]3[CH2:20][CH2:19][C:18]4[C:13]([C:8]3=[CH:9][C:10]=2[CH:11]=[CH:12][C:3]=1[O:2][CH3:1])=[CH:14][C:15]1[O:23][CH2:22][O:21][C:16]=1[CH:17]=4. The yield is 0.670. (8) The reactants are [C:1]([O:4][CH2:5][CH:6]([CH2:12][CH:13](Br)[C:14]1[O:15][C:16]([Br:29])=[C:17]([C:19]2[CH:24]=[CH:23][C:22]([C:25]([F:28])([F:27])[F:26])=[CH:21][CH:20]=2)[N:18]=1)[CH2:7][O:8][C:9](=[O:11])[CH3:10])(=[O:3])[CH3:2].C([O-])([O-])=O.[K+].[K+].[F:37][C:38]1[C:46]([OH:47])=[CH:45][CH:44]=[C:43]([F:48])[C:39]=1[C:40]([NH2:42])=[O:41]. The catalyst is CN(C=O)C. The product is [C:1]([O:4][CH2:5][CH:6]([CH2:12][CH:13]([C:14]1[O:15][C:16]([Br:29])=[C:17]([C:19]2[CH:24]=[CH:23][C:22]([C:25]([F:28])([F:27])[F:26])=[CH:21][CH:20]=2)[N:18]=1)[O:47][C:46]1[CH:45]=[CH:44][C:43]([F:48])=[C:39]([C:40](=[O:41])[NH2:42])[C:38]=1[F:37])[CH2:7][O:8][C:9](=[O:11])[CH3:10])(=[O:3])[CH3:2]. The yield is 0.590.